This data is from Forward reaction prediction with 1.9M reactions from USPTO patents (1976-2016). The task is: Predict the product of the given reaction. (1) Given the reactants Br[C:2]1[CH:3]=[C:4]([CH:16]=[O:17])[S:5][C:6]=1[S:7]([C:10]1[CH:11]=[N:12][CH:13]=[CH:14][CH:15]=1)(=[O:9])=[O:8].[F:18][C:19]1[C:24](B(O)O)=[CH:23][CH:22]=[CH:21][N:20]=1.C(=O)([O-])[O-].[Na+].[Na+].COCCOC, predict the reaction product. The product is: [F:18][C:19]1[C:24]([C:2]2[CH:3]=[C:4]([CH:16]=[O:17])[S:5][C:6]=2[S:7]([C:10]2[CH:11]=[N:12][CH:13]=[CH:14][CH:15]=2)(=[O:9])=[O:8])=[CH:23][CH:22]=[CH:21][N:20]=1. (2) Given the reactants [F:1][C:2]1[CH:11]=[C:10]2[C:5]([CH2:6][CH2:7][C:8](=[O:13])[N:9]2[CH3:12])=[CH:4][CH:3]=1.C1C(=O)N([Br:21])C(=O)C1.O, predict the reaction product. The product is: [Br:21][C:3]1[CH:4]=[C:5]2[C:10](=[CH:11][C:2]=1[F:1])[N:9]([CH3:12])[C:8](=[O:13])[CH2:7][CH2:6]2. (3) Given the reactants [CH2:1]([C:8]1[S:9][C:10]2[CH:16]=[C:15](C3C=C(C4CCNCC4)N4C=3C(N)=NC=N4)[CH:14]=[CH:13][C:11]=2[N:12]=1)[C:2]1[CH:7]=[CH:6][CH:5]=[CH:4][CH:3]=1.[Br:33]C1C=CC2SC(SC)=NC=2C=1.[Br-].C([Zn+])C1C=CC=CC=1, predict the reaction product. The product is: [CH2:1]([C:8]1[S:9][C:10]2[CH:16]=[CH:15][C:14]([Br:33])=[CH:13][C:11]=2[N:12]=1)[C:2]1[CH:7]=[CH:6][CH:5]=[CH:4][CH:3]=1.